This data is from Full USPTO retrosynthesis dataset with 1.9M reactions from patents (1976-2016). The task is: Predict the reactants needed to synthesize the given product. (1) Given the product [I:18][C:15]1[C:9]2[CH:8]=[C:7]([C:1]3[CH:2]=[CH:3][CH:4]=[CH:5][CH:6]=3)[N:12]=[N:11][C:10]=2[NH:13][CH:14]=1, predict the reactants needed to synthesize it. The reactants are: [C:1]1([C:7]2[N:12]=[N:11][C:10]3[NH:13][CH:14]=[CH:15][C:9]=3[CH:8]=2)[CH:6]=[CH:5][CH:4]=[CH:3][CH:2]=1.[OH-].[K+].[I:18]I. (2) Given the product [CH3:39][O:40][CH2:41][CH2:42][CH2:43][NH:44][C:7]1[N:6]2[N:8]=[C:9]([NH:11][C:12](=[O:19])[C:13]3[CH:18]=[CH:17][CH:16]=[CH:15][CH:14]=3)[N:10]=[C:5]2[CH:4]=[CH:3][CH:2]=1, predict the reactants needed to synthesize it. The reactants are: Br[C:2]1[CH:3]=[CH:4][C:5]2[N:6]([N:8]=[C:9]([NH:11][C:12](=[O:19])[C:13]3[CH:18]=[CH:17][CH:16]=[CH:15][CH:14]=3)[N:10]=2)[CH:7]=1.ClC1N2N=C(NC(=O)C3C=CC=CC=3)N=C2C=CC=1.[CH3:39][O:40][CH2:41][CH2:42][CH2:43][NH2:44]. (3) Given the product [CH:15]1([CH2:18][NH:14][CH:12]([CH3:13])[CH2:11][C:5]2[CH:6]=[CH:7][C:8]([O:9][CH3:10])=[C:3]([O:2][CH3:1])[CH:4]=2)[CH2:17][CH2:16]1, predict the reactants needed to synthesize it. The reactants are: [CH3:1][O:2][C:3]1[CH:4]=[C:5]([CH2:11][CH:12]([NH2:14])[CH3:13])[CH:6]=[CH:7][C:8]=1[O:9][CH3:10].[CH:15]1([CH:18]=O)[CH2:17][CH2:16]1.